Dataset: Peptide-MHC class I binding affinity with 185,985 pairs from IEDB/IMGT. Task: Regression. Given a peptide amino acid sequence and an MHC pseudo amino acid sequence, predict their binding affinity value. This is MHC class I binding data. (1) The peptide sequence is CLEAKTHFST. The MHC is HLA-A02:03 with pseudo-sequence HLA-A02:03. The binding affinity (normalized) is 0.140. (2) The peptide sequence is KHDFIDNPL. The MHC is HLA-A69:01 with pseudo-sequence HLA-A69:01. The binding affinity (normalized) is 0.0847. (3) The peptide sequence is LPTRCRLEI. The MHC is HLA-B07:02 with pseudo-sequence HLA-B07:02. The binding affinity (normalized) is 0.873.